Dataset: Peptide-MHC class I binding affinity with 185,985 pairs from IEDB/IMGT. Task: Regression. Given a peptide amino acid sequence and an MHC pseudo amino acid sequence, predict their binding affinity value. This is MHC class I binding data. (1) The peptide sequence is RIYDPLWFQ. The MHC is HLA-A25:01 with pseudo-sequence HLA-A25:01. The binding affinity (normalized) is 0.0847. (2) The peptide sequence is LTYSQLMTL. The MHC is H-2-Kb with pseudo-sequence H-2-Kb. The binding affinity (normalized) is 0.546.